Dataset: Forward reaction prediction with 1.9M reactions from USPTO patents (1976-2016). Task: Predict the product of the given reaction. The product is: [CH2:1]([O:3][P:4]([C:9]1[S:13][C:12]([CH2:14][C:15]2[CH:16]=[C:17]([CH:21]=[C:22]([O:24][CH:25]([CH3:27])[CH3:26])[CH:23]=2)[C:18]([OH:20])=[O:19])=[CH:11][CH:10]=1)([O:6][CH2:7][CH3:8])=[O:5])[CH3:2]. Given the reactants [CH2:1]([O:3][P:4]([C:9]1[S:13][C:12]([CH:14](O)[C:15]2[CH:16]=[C:17]([CH:21]=[C:22]([O:24][CH:25]([CH3:27])[CH3:26])[CH:23]=2)[C:18]([OH:20])=[O:19])=[CH:11][CH:10]=1)([O:6][CH2:7][CH3:8])=[O:5])[CH3:2].C(O)(C(F)(F)F)=O.C([SiH](CC)CC)C, predict the reaction product.